From a dataset of Reaction yield outcomes from USPTO patents with 853,638 reactions. Predict the reaction yield, written as a fraction of the theoretical maximum amount of product (1.0 means a 100% yield; for example, 0.34 means a 34% yield). (1) The reactants are [N:1]1([CH2:7][C:8]2[CH:13]=[CH:12][C:11]([C:14]3[CH:30]=[N:29][C:17]4[NH:18][C:19]5[CH:24]=[N:23][C:22]([C:25]([NH:27][NH2:28])=[O:26])=[CH:21][C:20]=5[C:16]=4[CH:15]=3)=[CH:10][CH:9]=2)[CH2:6][CH2:5][CH2:4][CH2:3][CH2:2]1.[CH3:31]OC(OC)OC.C(=O)(O)[O-].[Na+]. The catalyst is CN(C=O)C.C(O)(=O)C. The product is [O:26]1[CH:31]=[N:28][N:27]=[C:25]1[C:22]1[N:23]=[CH:24][C:19]2[NH:18][C:17]3[N:29]=[CH:30][C:14]([C:11]4[CH:12]=[CH:13][C:8]([CH2:7][N:1]5[CH2:2][CH2:3][CH2:4][CH2:5][CH2:6]5)=[CH:9][CH:10]=4)=[CH:15][C:16]=3[C:20]=2[CH:21]=1. The yield is 0.270. (2) The reactants are C(=O)([O-])[O-].[K+].[K+].[C:7]([O:10][C:11]1[CH:12]=[C:13]([CH:28]=[CH:29][C:30]=1[CH3:31])[NH:14][C:15]1[C:24]2[C:19](=[CH:20][C:21]([OH:27])=[C:22]([O:25][CH3:26])[CH:23]=2)[N:18]=[CH:17][N:16]=1)(=[O:9])[CH3:8].[CH3:32][O:33][CH2:34][CH2:35]Br. The catalyst is CN(C=O)C. The product is [C:7]([O:10][C:11]1[CH:12]=[C:13]([CH:28]=[CH:29][C:30]=1[CH3:31])[NH:14][C:15]1[C:24]2[C:19](=[CH:20][C:21]([O:27][CH2:35][CH2:34][O:33][CH3:32])=[C:22]([O:25][CH3:26])[CH:23]=2)[N:18]=[CH:17][N:16]=1)(=[O:9])[CH3:8]. The yield is 0.840. (3) The reactants are [Br:1][C:2]1[CH:3]=[C:4]2[C:8](=[CH:9][CH:10]=1)[NH:7][CH:6]=[CH:5]2.[CH:11]([Si:14](Cl)([CH:18]([CH3:20])[CH3:19])[CH:15]([CH3:17])[CH3:16])([CH3:13])[CH3:12]. The catalyst is O1CCCC1. The product is [Br:1][C:2]1[CH:3]=[C:4]2[C:8](=[CH:9][CH:10]=1)[N:7]([Si:14]([CH:18]([CH3:20])[CH3:19])([CH:15]([CH3:17])[CH3:16])[CH:11]([CH3:13])[CH3:12])[CH:6]=[CH:5]2. The yield is 0.960. (4) The reactants are Cl[C:2]1[C:3]2[CH:14]=[CH:13][CH:12]=[CH:11][C:4]=2[N:5]([CH3:10])[C:6](=[O:9])[CH2:7][N:8]=1.[CH3:15][O:16][C:17]([C:19]1[CH:24]=[CH:23][C:22](B(O)O)=[CH:21][CH:20]=1)=[O:18].[C:28](=O)([O-])[O-].[Na+].[Na+].C(OCC)(=O)C. The catalyst is COCCOC.[Pd].C1(P(C2C=CC=CC=2)C2C=CC=CC=2)C=CC=CC=1.C1(P(C2C=CC=CC=2)C2C=CC=CC=2)C=CC=CC=1.C1(P(C2C=CC=CC=2)C2C=CC=CC=2)C=CC=CC=1.C1(P(C2C=CC=CC=2)C2C=CC=CC=2)C=CC=CC=1. The product is [CH3:10][N:5]1[C:4]2[CH:11]=[CH:12][CH:13]=[CH:14][C:3]=2[C:2]([C:22]2[CH:23]=[CH:24][C:19]([C:17]([O:16][CH2:15][CH3:28])=[O:18])=[CH:20][CH:21]=2)=[N:8][CH2:7][C:6]1=[O:9]. The yield is 0.540.